Task: Regression. Given a peptide amino acid sequence and an MHC pseudo amino acid sequence, predict their binding affinity value. This is MHC class II binding data.. Dataset: Peptide-MHC class II binding affinity with 134,281 pairs from IEDB (1) The peptide sequence is GELQIVKKIDAAFKI. The MHC is DRB1_0802 with pseudo-sequence DRB1_0802. The binding affinity (normalized) is 0.561. (2) The peptide sequence is KECPFSNRVWNSFQI. The MHC is DRB5_0101 with pseudo-sequence DRB5_0101. The binding affinity (normalized) is 0.225. (3) The binding affinity (normalized) is 0.398. The peptide sequence is ESLHNPYPDYHWLRT. The MHC is DRB1_0101 with pseudo-sequence DRB1_0101. (4) The peptide sequence is IKLVKSSRPDCSEIP. The MHC is HLA-DQA10104-DQB10503 with pseudo-sequence HLA-DQA10104-DQB10503. The binding affinity (normalized) is 0.0762.